From a dataset of hERG Central: cardiac toxicity at 1µM, 10µM, and general inhibition. Predict hERG channel inhibition at various concentrations. (1) The molecule is Cc1nonc1OC(C)CNc1ccc([N+](=O)[O-])cc1. Results: hERG_inhib (hERG inhibition (general)): blocker. (2) The compound is O=C(Nc1ccccc1)C1CCCN(C(=O)c2ccc(F)cc2)C1. Results: hERG_inhib (hERG inhibition (general)): blocker. (3) Results: hERG_inhib (hERG inhibition (general)): blocker. The compound is CC(C)(C)c1ccc(C(=O)Nc2ccc(Oc3cccnc3)nc2)cc1. (4) The molecule is Cn1c(=O)c(C(=O)CN2CCN(Cc3ccc4c(c3)OCO4)CC2)c(N)n(Cc2ccccc2)c1=O. Results: hERG_inhib (hERG inhibition (general)): blocker.